The task is: Predict the reactants needed to synthesize the given product.. This data is from Full USPTO retrosynthesis dataset with 1.9M reactions from patents (1976-2016). Given the product [Cl:10][C:11]1[N:16]=[C:15]([O:8][C@H:6]([CH3:7])[C:4]([CH3:5])([OH:9])[CH3:3])[C:14]([I:18])=[CH:13][N:12]=1, predict the reactants needed to synthesize it. The reactants are: [H-].[Na+].[CH3:3][C:4]([OH:9])([C@H:6]([OH:8])[CH3:7])[CH3:5].[Cl:10][C:11]1[N:16]=[C:15](Cl)[C:14]([I:18])=[CH:13][N:12]=1.[Na+].[Cl-].